This data is from Catalyst prediction with 721,799 reactions and 888 catalyst types from USPTO. The task is: Predict which catalyst facilitates the given reaction. (1) Reactant: [S:1]1[C:5]2[CH:6]=[CH:7][CH:8]=[CH:9][C:4]=2[C:3]([NH:10][CH2:11][CH2:12][CH2:13][N:14]([CH2:30][C:31]2[CH:36]=[CH:35][C:34]([C:37]3[CH:42]=[CH:41][C:40]([O:43][CH3:44])=[CH:39][CH:38]=3)=[CH:33][CH:32]=2)[C:15](=[O:29])[CH2:16][CH:17]2[CH2:21][CH2:20][CH2:19][N:18]2C(OC(C)(C)C)=O)=[N:2]1.FC(F)(F)C(O)=O. Product: [S:1]1[C:5]2[CH:6]=[CH:7][CH:8]=[CH:9][C:4]=2[C:3]([NH:10][CH2:11][CH2:12][CH2:13][N:14]([CH2:30][C:31]2[CH:32]=[CH:33][C:34]([C:37]3[CH:42]=[CH:41][C:40]([O:43][CH3:44])=[CH:39][CH:38]=3)=[CH:35][CH:36]=2)[C:15](=[O:29])[CH2:16][CH:17]2[CH2:21][CH2:20][CH2:19][NH:18]2)=[N:2]1. The catalyst class is: 2. (2) Reactant: COC(=O)[C@H]([O:11][C:12]1[C:13](=[O:45])[N:14]([C:38]2[N:39]=[N:40][C:41]([CH3:44])=[CH:42][CH:43]=2)[C@@H:15]([C:28]2[CH:33]=[CH:32][C:31]([C:34]([F:37])([F:36])[F:35])=[CH:30][CH:29]=2)[C:16]=1[C:17](=[O:27])[C:18]1[CH:23]=[CH:22][C:21]([CH:24]([CH3:26])[CH3:25])=[CH:20][CH:19]=1)C1C=CC=CC=1. Product: [OH:11][C:12]1[C:13](=[O:45])[N:14]([C:38]2[N:39]=[N:40][C:41]([CH3:44])=[CH:42][CH:43]=2)[C@@H:15]([C:28]2[CH:33]=[CH:32][C:31]([C:34]([F:36])([F:37])[F:35])=[CH:30][CH:29]=2)[C:16]=1[C:17](=[O:27])[C:18]1[CH:23]=[CH:22][C:21]([CH:24]([CH3:26])[CH3:25])=[CH:20][CH:19]=1. The catalyst class is: 16. (3) The catalyst class is: 5. Product: [CH2:1]([O:3][C:4]1[CH:11]=[CH:10][C:7]([CH2:8][NH2:20])=[C:6]([O:12][CH3:13])[CH:5]=1)[CH3:2]. Reactant: [CH2:1]([O:3][C:4]1[CH:11]=[CH:10][C:7]([CH:8]=O)=[C:6]([O:12][CH3:13])[CH:5]=1)[CH3:2].C([O-])(=O)C.[NH4+].C([BH3-])#[N:20].[Na+]. (4) Product: [NH2:7][CH:8]1[CH2:13][CH2:12][N:11]([CH2:14][CH2:15][N:16]2[C:25]3[C:20](=[CH:21][C:22]([O:28][CH3:29])=[C:23]([O:26][CH3:27])[CH:24]=3)[N:19]=[CH:18][C:17]2=[O:30])[CH2:10][CH2:9]1. The catalyst class is: 4. Reactant: C(OC(=O)[NH:7][CH:8]1[CH2:13][CH2:12][N:11]([CH2:14][CH2:15][N:16]2[C:25]3[C:20](=[CH:21][C:22]([O:28][CH3:29])=[C:23]([O:26][CH3:27])[CH:24]=3)[N:19]=[CH:18][C:17]2=[O:30])[CH2:10][CH2:9]1)(C)(C)C.FC(F)(F)C(O)=O.NC1CCN(CCN2C3C(=CC=C(F)C=3)N=CC2=O)CC1. (5) Reactant: CN(C)CCN.[CH:7]1([O:12][N:13]2C(=O)C3=CC=CC=C3C2=O)[CH2:11][CH2:10][CH2:9][CH2:8]1.C(O)(=O)C.[C:28]([C:31]1[CH:36]=[C:35]([Cl:37])[CH:34]=[CH:33][C:32]=1[NH:38][S:39]([C:42]([F:45])([F:44])[F:43])(=[O:41])=[O:40])(=O)[CH3:29]. Product: [Cl:37][C:35]1[CH:34]=[CH:33][C:32]([NH:38][S:39]([C:42]([F:45])([F:44])[F:43])(=[O:41])=[O:40])=[C:31]([C:28](=[N:13][O:12][CH:7]2[CH2:11][CH2:10][CH2:9][CH2:8]2)[CH3:29])[CH:36]=1. The catalyst class is: 14. (6) Reactant: [C:1]([C:5]1[CH:10]=[CH:9][CH:8]=[CH:7][C:6]=1[C:11]1[C:19]2[C:14](=[CH:15][CH:16]=[CH:17][CH:18]=2)[N:13](S(C2C=CC=CC=2)(=O)=O)[CH:12]=1)([CH3:4])([CH3:3])[CH3:2].[F-].C([N+](CCCC)(CCCC)CCCC)CCC. Product: [C:1]([C:5]1[CH:10]=[CH:9][CH:8]=[CH:7][C:6]=1[C:11]1[C:19]2[C:14](=[CH:15][CH:16]=[CH:17][CH:18]=2)[NH:13][CH:12]=1)([CH3:4])([CH3:2])[CH3:3]. The catalyst class is: 7. (7) Reactant: Cl[C:2]1[N:7]=[C:6]([CH3:8])[C:5]([CH:9]([CH2:14][CH2:15][CH3:16])[C:10]([O:12][CH3:13])=[O:11])=[C:4]([C:17]2[CH:22]=[CH:21][C:20]([CH3:23])=[CH:19][CH:18]=2)[N:3]=1.[C:24]1(B(O)O)[CH:29]=[CH:28][CH:27]=[CH:26][CH:25]=1.C(N(CC)C(C)C)(C)C. Product: [CH3:8][C:6]1[C:5]([CH:9]([CH2:14][CH2:15][CH3:16])[C:10]([O:12][CH3:13])=[O:11])=[C:4]([C:17]2[CH:22]=[CH:21][C:20]([CH3:23])=[CH:19][CH:18]=2)[N:3]=[C:2]([C:24]2[CH:29]=[CH:28][CH:27]=[CH:26][CH:25]=2)[N:7]=1. The catalyst class is: 108. (8) Reactant: [NH2:1][CH2:2][C:3]1[C:8]([CH2:9][CH3:10])=[N:7][C:6]2[N:11]([CH2:14][CH3:15])[N:12]=[CH:13][C:5]=2[C:4]=1[NH:16][CH:17]1[CH2:22][CH2:21][O:20][CH2:19][CH2:18]1.[I-].C[N+]1C=CN([C:30]([N:32]2[CH2:37][CH2:36][CH2:35][CH2:34][CH2:33]2)=[O:31])C=1.CCN(C(C)C)C(C)C. Product: [CH2:14]([N:11]1[C:6]2=[N:7][C:8]([CH2:9][CH3:10])=[C:3]([CH2:2][NH:1][C:30]([N:32]3[CH2:37][CH2:36][CH2:35][CH2:34][CH2:33]3)=[O:31])[C:4]([NH:16][CH:17]3[CH2:18][CH2:19][O:20][CH2:21][CH2:22]3)=[C:5]2[CH:13]=[N:12]1)[CH3:15]. The catalyst class is: 4. (9) Reactant: [F:1][C:2]([F:33])([F:32])[O:3][C:4]1[CH:9]=[CH:8][C:7]([NH:10][C:11](=[O:31])[C:12]2[CH:17]=[C:16]([NH2:18])[C:15]([NH:19][CH2:20][C:21]([OH:24])([CH3:23])[CH3:22])=[CH:14][C:13]=2[N:25]2[CH2:30][CH2:29][O:28][CH2:27][CH2:26]2)=[CH:6][CH:5]=1.[Cl:34][C:35]1[C:48]([N:49]=[C:50]=S)=[C:47]([Cl:52])[CH:46]=[CH:45][C:36]=1[CH2:37][NH:38][C:39](=[O:44])[C:40]([CH3:43])([CH3:42])[CH3:41].CC(C)N=C=NC(C)C. Product: [F:33][C:2]([F:1])([F:32])[O:3][C:4]1[CH:9]=[CH:8][C:7]([NH:10][C:11]([C:12]2[C:13]([N:25]3[CH2:30][CH2:29][O:28][CH2:27][CH2:26]3)=[CH:14][C:15]3[N:19]([CH2:20][C:21]([OH:24])([CH3:23])[CH3:22])[C:50]([NH:49][C:48]4[C:47]([Cl:52])=[CH:46][CH:45]=[C:36]([CH2:37][NH:38][C:39](=[O:44])[C:40]([CH3:41])([CH3:42])[CH3:43])[C:35]=4[Cl:34])=[N:18][C:16]=3[CH:17]=2)=[O:31])=[CH:6][CH:5]=1. The catalyst class is: 23.